Dataset: Full USPTO retrosynthesis dataset with 1.9M reactions from patents (1976-2016). Task: Predict the reactants needed to synthesize the given product. (1) Given the product [Cl:1][C:2]1[CH:7]=[CH:6][CH:5]=[CH:4][C:3]=1[C:8]1[N:9]=[C:10]([NH:13][C:19](=[O:20])/[CH:18]=[CH:17]\[C:16]([OH:22])=[O:15])[S:11][CH:12]=1, predict the reactants needed to synthesize it. The reactants are: [Cl:1][C:2]1[CH:7]=[CH:6][CH:5]=[CH:4][C:3]=1[C:8]1[N:9]=[C:10]([NH2:13])[S:11][CH:12]=1.C[O:15][C:16](=[O:22])/[CH:17]=[CH:18]\[C:19](N)=[O:20]. (2) Given the product [CH:1]1([C:4]([C:6]2[CH:11]=[CH:10][N:9]=[C:8]([O:12][CH3:13])[CH:7]=2)=[O:5])[CH2:2][CH2:3]1, predict the reactants needed to synthesize it. The reactants are: [CH:1]1([CH:4]([C:6]2[CH:11]=[CH:10][N:9]=[C:8]([O:12][CH3:13])[CH:7]=2)[OH:5])[CH2:3][CH2:2]1.C(N(CC)CC)C.O. (3) Given the product [I-:1].[NH2:6][CH2:7][CH2:8][O:9][CH2:10][CH2:11][P+:12]([C:25]1[CH:30]=[CH:29][CH:28]=[CH:27][CH:26]=1)([C:13]1[CH:14]=[CH:15][CH:16]=[CH:17][CH:18]=1)[C:19]1[CH:24]=[CH:23][CH:22]=[CH:21][CH:20]=1, predict the reactants needed to synthesize it. The reactants are: [I-:1].CC(C)(C)OC(=O)[NH:6][CH2:7][CH2:8][O:9][CH2:10][CH2:11][P+:12]([C:25]1[CH:30]=[CH:29][CH:28]=[CH:27][CH:26]=1)([C:19]1[CH:24]=[CH:23][CH:22]=[CH:21][CH:20]=1)[C:13]1[CH:18]=[CH:17][CH:16]=[CH:15][CH:14]=1.C(O)(C(F)(F)F)=O. (4) Given the product [N:4]1[CH:9]=[CH:8][C:7]([C:10]2[N:14]3[N:15]=[C:16]([NH:19][C@H:20]4[CH2:21][CH2:22][C@H:23]([NH:26][C:29]([NH2:30])=[O:27])[CH2:24][CH2:25]4)[CH:17]=[CH:18][C:13]3=[N:12][CH:11]=2)=[CH:6][CH:5]=1, predict the reactants needed to synthesize it. The reactants are: Cl.Cl.Cl.[N:4]1[CH:9]=[CH:8][C:7]([C:10]2[N:14]3[N:15]=[C:16]([NH:19][C@H:20]4[CH2:25][CH2:24][C@H:23]([NH2:26])[CH2:22][CH2:21]4)[CH:17]=[CH:18][C:13]3=[N:12][CH:11]=2)=[CH:6][CH:5]=1.[O:27]([C:29]#[N:30])[K].C([O-])(=O)C.[Na+]. (5) Given the product [C:1]([C:5]1[CH:10]=[C:9]([CH3:11])[CH:8]=[C:7]([C:7]2[C:6]([OH:12])=[C:5]([C:1]([CH3:4])([CH3:3])[CH3:2])[CH:10]=[C:9]([CH3:11])[CH:8]=2)[C:6]=1[OH:12])([CH3:4])([CH3:3])[CH3:2], predict the reactants needed to synthesize it. The reactants are: [C:1]([C:5]1[CH:10]=[C:9]([CH3:11])[CH:8]=[CH:7][C:6]=1[OH:12])([CH3:4])([CH3:3])[CH3:2].[Se](=O)=O. (6) Given the product [C:31]([O:30][C:29]([NH:28][C:27]1[C:23]([NH:22][C:17]([C:16]2[CH:15]=[CH:14][C:13]([CH2:12][NH:11][C:9](=[O:10])[O:8][CH2:7][C:3]3[CH:2]=[N:1][CH:6]=[CH:5][CH:4]=3)=[CH:21][CH:20]=2)=[O:19])=[N:24][N:25]([C:36]2[CH:37]=[CH:38][CH:39]=[CH:40][CH:41]=2)[CH:26]=1)=[O:35])([CH3:34])([CH3:32])[CH3:33], predict the reactants needed to synthesize it. The reactants are: [N:1]1[CH:6]=[CH:5][CH:4]=[C:3]([CH2:7][O:8][C:9]([NH:11][CH2:12][C:13]2[CH:21]=[CH:20][C:16]([C:17]([OH:19])=O)=[CH:15][CH:14]=2)=[O:10])[CH:2]=1.[NH2:22][C:23]1[C:27]([NH:28][C:29](=[O:35])[O:30][C:31]([CH3:34])([CH3:33])[CH3:32])=[CH:26][N:25]([C:36]2[CH:41]=[CH:40][CH:39]=[CH:38][CH:37]=2)[N:24]=1.C(N(C(C)C)CC)C.F[P-](F)(F)(F)(F)F.N1(O[P+](N(C)C)(N(C)C)N(C)C)C2C=CC=CC=2N=N1. (7) Given the product [C:8]([O:12][C:6]([NH:5][S:2]([O:13][N:14]1[C:18](=[O:19])[CH2:17][CH2:16][C:15]1=[O:20])(=[O:4])=[O:3])=[O:7])([CH3:11])([CH3:10])[CH3:9], predict the reactants needed to synthesize it. The reactants are: Cl[S:2]([N:5]=[C:6]=[O:7])(=[O:4])=[O:3].[C:8]([OH:12])([CH3:11])([CH3:10])[CH3:9].[OH:13][N:14]1[C:18](=[O:19])[CH2:17][CH2:16][C:15]1=[O:20].N1C=CC=CC=1. (8) Given the product [O:14]1[CH2:19][CH2:18][O:17][C:16]2[CH:20]=[C:21]([C:24]3[NH:1][C:2]4[N:6]([N:5]=[C:4]([OH:7])[C:3]=4[C:8]4[CH:13]=[CH:12][CH:11]=[CH:10][CH:9]=4)[C:26](=[O:27])[CH:25]=3)[CH:22]=[CH:23][C:15]1=2, predict the reactants needed to synthesize it. The reactants are: [NH2:1][C:2]1[NH:6][N:5]=[C:4]([OH:7])[C:3]=1[C:8]1[CH:13]=[CH:12][CH:11]=[CH:10][CH:9]=1.[O:14]1[CH2:19][CH2:18][O:17][C:16]2[CH:20]=[C:21]([C:24](=O)[CH2:25][C:26](OCC)=[O:27])[CH:22]=[CH:23][C:15]1=2.